This data is from Full USPTO retrosynthesis dataset with 1.9M reactions from patents (1976-2016). The task is: Predict the reactants needed to synthesize the given product. (1) Given the product [NH2:19][C:3]1[CH:4]=[C:5]([S:7]([N:10]([CH2:17][CH3:18])[C:11]2[CH:16]=[CH:15][CH:14]=[CH:13][CH:12]=2)(=[O:8])=[O:9])[S:6][C:2]=1[Cl:1], predict the reactants needed to synthesize it. The reactants are: [Cl:1][C:2]1[S:6][C:5]([S:7]([N:10]([CH2:17][CH3:18])[C:11]2[CH:16]=[CH:15][CH:14]=[CH:13][CH:12]=2)(=[O:9])=[O:8])=[CH:4][C:3]=1[N+:19]([O-])=O.[Cl-].[NH4+]. (2) Given the product [I:31][C:15]1[C:9]2[C:10](=[N:11][CH:12]=[C:7]([C:1]3[CH:2]=[CH:3][CH:4]=[CH:5][CH:6]=3)[C:8]=2[N:16]2[CH2:17][CH2:18][N:19]([C:22]([O:24][C:25]([CH3:28])([CH3:27])[CH3:26])=[O:23])[CH2:20][CH2:21]2)[NH:13][N:14]=1, predict the reactants needed to synthesize it. The reactants are: [C:1]1([C:7]2[C:8]([N:16]3[CH2:21][CH2:20][N:19]([C:22]([O:24][C:25]([CH3:28])([CH3:27])[CH3:26])=[O:23])[CH2:18][CH2:17]3)=[C:9]3[CH:15]=[N:14][NH:13][C:10]3=[N:11][CH:12]=2)[CH:6]=[CH:5][CH:4]=[CH:3][CH:2]=1.[OH-].[K+].[I:31]I. (3) Given the product [C:1]([O:7][CH2:8][C@H:9]1[CH2:14][C@@H:13]([O:15][C:16](=[O:21])[C:17]([CH3:20])([CH3:19])[CH3:18])[CH2:12][CH2:11][C@:10]1([CH3:22])[C@H:23]1[CH2:35][CH2:34][C@@:33]2([CH3:36])[C@@H:25]([CH2:26][C:27]3[C:28]2=[N:29][CH:30]=[CH:31][CH:32]=3)[C@@H:24]1[CH2:37][O:38][S:40]([CH3:39])(=[O:42])=[O:41])(=[O:6])[C:2]([CH3:3])([CH3:4])[CH3:5], predict the reactants needed to synthesize it. The reactants are: [C:1]([O:7][CH2:8][C@H:9]1[CH2:14][C@@H:13]([O:15][C:16](=[O:21])[C:17]([CH3:20])([CH3:19])[CH3:18])[CH2:12][CH2:11][C@@:10]1([C@H:23]1[CH2:35][CH2:34][C@@:33]2([CH3:36])[C@@H:25]([CH2:26][C:27]3[C:28]2=[N:29][CH:30]=[CH:31][CH:32]=3)[C@@H:24]1[CH2:37][OH:38])[CH3:22])(=[O:6])[C:2]([CH3:5])([CH3:4])[CH3:3].[CH3:39][S:40](Cl)(=[O:42])=[O:41]. (4) Given the product [CH3:9][S:3][C:2]1[NH:1][CH:8]=[CH:7][C:5](=[O:6])[N:4]=1, predict the reactants needed to synthesize it. The reactants are: [NH:1]1[CH:8]=[CH:7][C:5](=[O:6])[NH:4][C:2]1=[S:3].[CH3:9][O-].[Na+].CI. (5) Given the product [C:1]1([N:7]([CH:11]2[C:20]3[C:15](=[CH:16][CH:17]=[CH:18][CH:19]=3)[NH:14][CH2:13][CH2:12]2)[C:8](=[O:10])[CH3:9])[CH:2]=[CH:3][CH:4]=[CH:5][CH:6]=1, predict the reactants needed to synthesize it. The reactants are: [C:1]1([N:7]([C:11]2[C:20]3[C:15](=[CH:16][CH:17]=[CH:18][CH:19]=3)[N:14]=[CH:13][CH:12]=2)[C:8](=[O:10])[CH3:9])[CH:6]=[CH:5][CH:4]=[CH:3][CH:2]=1.[BH4-].[Na+]. (6) The reactants are: [CH3:1][C:2]([CH2:9][CH2:10][CH:11]=[C:12]([CH3:14])[CH3:13])=[C:3]=[CH:4][CH2:5][C:6](=[O:8])[CH3:7]. Given the product [CH3:14][CH:12]([CH2:11][CH2:10][CH2:9][CH:2]([CH2:3][CH2:4][CH2:5][C:6]([CH3:7])=[O:8])[CH3:1])[CH3:13], predict the reactants needed to synthesize it.